This data is from NCI-60 drug combinations with 297,098 pairs across 59 cell lines. The task is: Regression. Given two drug SMILES strings and cell line genomic features, predict the synergy score measuring deviation from expected non-interaction effect. (1) Drug 1: C1CCC(CC1)NC(=O)N(CCCl)N=O. Drug 2: C1=CC=C(C(=C1)C(C2=CC=C(C=C2)Cl)C(Cl)Cl)Cl. Cell line: RXF 393. Synergy scores: CSS=19.5, Synergy_ZIP=-0.263, Synergy_Bliss=1.66, Synergy_Loewe=-1.98, Synergy_HSA=1.26. (2) Drug 1: C(=O)(N)NO. Drug 2: C1=NC2=C(N=C(N=C2N1C3C(C(C(O3)CO)O)F)Cl)N. Cell line: DU-145. Synergy scores: CSS=5.30, Synergy_ZIP=1.69, Synergy_Bliss=9.24, Synergy_Loewe=-1.84, Synergy_HSA=2.99. (3) Drug 1: CN(C)C1=NC(=NC(=N1)N(C)C)N(C)C. Drug 2: N.N.Cl[Pt+2]Cl. Cell line: HCT-15. Synergy scores: CSS=-10.0, Synergy_ZIP=1.85, Synergy_Bliss=-2.39, Synergy_Loewe=-7.62, Synergy_HSA=-6.91.